From a dataset of NCI-60 drug combinations with 297,098 pairs across 59 cell lines. Regression. Given two drug SMILES strings and cell line genomic features, predict the synergy score measuring deviation from expected non-interaction effect. (1) Drug 1: C1=CC(=CC=C1C#N)C(C2=CC=C(C=C2)C#N)N3C=NC=N3. Drug 2: COC1=C2C(=CC3=C1OC=C3)C=CC(=O)O2. Cell line: DU-145. Synergy scores: CSS=-4.59, Synergy_ZIP=1.38, Synergy_Bliss=-1.14, Synergy_Loewe=-2.05, Synergy_HSA=-4.55. (2) Drug 1: C1=NC2=C(N1)C(=S)N=C(N2)N. Drug 2: CC1CCC2CC(C(=CC=CC=CC(CC(C(=O)C(C(C(=CC(C(=O)CC(OC(=O)C3CCCCN3C(=O)C(=O)C1(O2)O)C(C)CC4CCC(C(C4)OC)OCCO)C)C)O)OC)C)C)C)OC. Cell line: SF-295. Synergy scores: CSS=51.2, Synergy_ZIP=-3.54, Synergy_Bliss=-3.86, Synergy_Loewe=5.51, Synergy_HSA=6.82. (3) Drug 1: C1=CC(=CC=C1CCCC(=O)O)N(CCCl)CCCl. Drug 2: C1CN1P(=S)(N2CC2)N3CC3. Cell line: NCI/ADR-RES. Synergy scores: CSS=20.5, Synergy_ZIP=-9.79, Synergy_Bliss=-1.95, Synergy_Loewe=-3.89, Synergy_HSA=0.100. (4) Drug 1: COC1=CC(=CC(=C1O)OC)C2C3C(COC3=O)C(C4=CC5=C(C=C24)OCO5)OC6C(C(C7C(O6)COC(O7)C8=CC=CS8)O)O. Drug 2: CCN(CC)CCNC(=O)C1=C(NC(=C1C)C=C2C3=C(C=CC(=C3)F)NC2=O)C. Cell line: HT29. Synergy scores: CSS=41.0, Synergy_ZIP=3.04, Synergy_Bliss=3.05, Synergy_Loewe=-8.39, Synergy_HSA=2.78. (5) Drug 1: C1=CC(=CC=C1C#N)C(C2=CC=C(C=C2)C#N)N3C=NC=N3. Drug 2: CC1=C2C(C(=O)C3(C(CC4C(C3C(C(C2(C)C)(CC1OC(=O)C(C(C5=CC=CC=C5)NC(=O)C6=CC=CC=C6)O)O)OC(=O)C7=CC=CC=C7)(CO4)OC(=O)C)O)C)OC(=O)C. Cell line: NCIH23. Synergy scores: CSS=19.3, Synergy_ZIP=-13.2, Synergy_Bliss=-18.3, Synergy_Loewe=-39.7, Synergy_HSA=-15.5. (6) Drug 1: C1CN1P(=S)(N2CC2)N3CC3. Drug 2: CCCCC(=O)OCC(=O)C1(CC(C2=C(C1)C(=C3C(=C2O)C(=O)C4=C(C3=O)C=CC=C4OC)O)OC5CC(C(C(O5)C)O)NC(=O)C(F)(F)F)O. Cell line: KM12. Synergy scores: CSS=48.6, Synergy_ZIP=0.112, Synergy_Bliss=0.773, Synergy_Loewe=-22.3, Synergy_HSA=-0.226. (7) Drug 1: C1=NC2=C(N=C(N=C2N1C3C(C(C(O3)CO)O)O)F)N. Drug 2: C1CC(=O)NC(=O)C1N2C(=O)C3=CC=CC=C3C2=O. Cell line: A549. Synergy scores: CSS=-1.19, Synergy_ZIP=0.0786, Synergy_Bliss=0.845, Synergy_Loewe=-1.06, Synergy_HSA=-0.970.